Dataset: hERG potassium channel inhibition data for cardiac toxicity prediction from Karim et al.. Task: Regression/Classification. Given a drug SMILES string, predict its toxicity properties. Task type varies by dataset: regression for continuous values (e.g., LD50, hERG inhibition percentage) or binary classification for toxic/non-toxic outcomes (e.g., AMES mutagenicity, cardiotoxicity, hepatotoxicity). Dataset: herg_karim. The drug is CCn1c([C@@H](C)NS(=O)(=O)c2ccc(C#N)nc2)nc2cnc(C3CC3)cc21. The result is 0 (non-blocker).